Predict the reaction yield, written as a fraction of the theoretical maximum amount of product (1.0 means a 100% yield; for example, 0.34 means a 34% yield). From a dataset of Reaction yield outcomes from USPTO patents with 853,638 reactions. (1) The reactants are [Cl:1][C:2]1[CH:3]=[CH:4][C:5]([S:21]([CH2:24][CH3:25])(=[O:23])=[O:22])=[C:6]([CH:20]=1)[NH:7][N:8]1[C:17](=[O:18])[C:16]2[C:11](=[CH:12][CH:13]=[C:14](I)[CH:15]=2)[N:10]=[CH:9]1.[CH3:26][C:27]1(C)[C:31](C)(C)OB(C(C)=C)O1.C(=O)([O-])[O-].[K+].[K+].C1COCC1. The catalyst is [Pd](Cl)Cl.C1(P(C2C=CC=CC=2)[C-]2C=CC=C2)C=CC=CC=1.[C-]1(P(C2C=CC=CC=2)C2C=CC=CC=2)C=CC=C1.[Fe+2].C(OCC)(=O)C.O. The product is [Cl:1][C:2]1[CH:3]=[CH:4][C:5]([S:21]([CH2:24][CH3:25])(=[O:23])=[O:22])=[C:6]([CH:20]=1)[NH:7][N:8]1[C:17](=[O:18])[C:16]2[C:11](=[CH:12][CH:13]=[C:14]([C:27]([CH3:31])=[CH2:26])[CH:15]=2)[N:10]=[CH:9]1. The yield is 0.860. (2) The product is [CH3:26][N:27]([CH3:37])[C:28](=[O:36])[CH2:29][N:30]1[CH2:31][CH2:32][N:33]([CH2:2][C:3]2[S:7][C:6]([C:8]3[NH:9][C:10]4[C:15]([CH:16]=3)=[CH:14][CH:13]=[CH:12][C:11]=4[NH:17][S:18]([C:21]3[S:22][CH:23]=[CH:24][CH:25]=3)(=[O:20])=[O:19])=[N:5][CH:4]=2)[CH2:34][CH2:35]1. The yield is 0.690. The reactants are Cl[CH2:2][C:3]1[S:7][C:6]([C:8]2[NH:9][C:10]3[C:15]([CH:16]=2)=[CH:14][CH:13]=[CH:12][C:11]=3[NH:17][S:18]([C:21]2[S:22][CH:23]=[CH:24][CH:25]=2)(=[O:20])=[O:19])=[N:5][CH:4]=1.[CH3:26][N:27]([CH3:37])[C:28](=[O:36])[CH2:29][N:30]1[CH2:35][CH2:34][NH:33][CH2:32][CH2:31]1.C(N(CC)CC)C.O. The catalyst is CN(C)C=O. (3) The reactants are [CH3:1][N:2]1[CH2:8][CH2:7][CH2:6][NH:5][CH2:4][CH2:3]1.[C:9]1([CH2:15][N:16]2[CH2:21][CH2:20][C:19](=O)[CH2:18][CH2:17]2)[CH:14]=[CH:13][CH:12]=[CH:11][CH:10]=1. No catalyst specified. The product is [CH3:1][N:2]1[CH2:8][CH2:7][CH2:6][N:5]([CH:19]2[CH2:18][CH2:17][N:16]([CH2:15][C:9]3[CH:14]=[CH:13][CH:12]=[CH:11][CH:10]=3)[CH2:21][CH2:20]2)[CH2:4][CH2:3]1. The yield is 0.350. (4) The reactants are [Cl:1][C:2]1[CH:11]=[C:10]([NH:12][C:13]([C:15]2[S:16][C:17]([CH:23]([CH3:25])[CH3:24])=[C:18]([CH:20]([CH3:22])[CH3:21])[CH:19]=2)=[O:14])[CH:9]=[CH:8][C:3]=1[C:4]([O:6]C)=[O:5]. The catalyst is [OH-].[Na+]. The product is [Cl:1][C:2]1[CH:11]=[C:10]([NH:12][C:13]([C:15]2[S:16][C:17]([CH:23]([CH3:25])[CH3:24])=[C:18]([CH:20]([CH3:21])[CH3:22])[CH:19]=2)=[O:14])[CH:9]=[CH:8][C:3]=1[C:4]([OH:6])=[O:5]. The yield is 0.910. (5) The reactants are [NH2:1][C:2]1[C:7]([NH2:8])=[C:6]([C:9]2[CH:14]=[CH:13][C:12]([CH2:15][NH:16][C:17](=[O:23])OC(C)(C)C)=[C:11]([F:24])[CH:10]=2)[CH:5]=[CH:4][N:3]=1.[CH3:25][O:26][C:27]1[CH:32]=[CH:31][N:30]=[C:29]([CH:33]=O)[CH:28]=1.[C:35]([C:39]1[N:43]=[C:42](C(OC)=O)[O:41][N:40]=1)([CH3:38])([CH3:37])[CH3:36]. No catalyst specified. The product is [C:35]([C:39]1[N:43]=[C:42]([C:17]([NH:16][CH2:15][C:12]2[CH:13]=[CH:14][C:9]([C:6]3[CH:5]=[CH:4][N:3]=[C:2]4[NH:1][C:33]([C:29]5[CH:28]=[C:27]([O:26][CH3:25])[CH:32]=[CH:31][N:30]=5)=[N:8][C:7]=34)=[CH:10][C:11]=2[F:24])=[O:23])[O:41][N:40]=1)([CH3:38])([CH3:37])[CH3:36]. The yield is 0.150. (6) The reactants are C([N:8]1[CH2:13][CH2:12][N:11]([CH2:14][CH2:15][C:16]2[CH:21]=[CH:20][N:19]=[C:18]([C:22]#[N:23])[CH:17]=2)[CH2:10][CH2:9]1)(OC(C)(C)C)=O.Cl.[OH-].[NH4+]. The catalyst is CO. The product is [C:22]([C:18]1[CH:17]=[C:16]([CH2:15][CH2:14][N:11]2[CH2:10][CH2:9][NH:8][CH2:13][CH2:12]2)[CH:21]=[CH:20][N:19]=1)#[N:23]. The yield is 0.690. (7) The reactants are CON(C)[C:4]([C:6]1[CH:11]=[CH:10][C:9]([O:12][CH3:13])=[CH:8][N:7]=1)=[O:5].[CH3:15][Li]. No catalyst specified. The product is [CH3:13][O:12][C:9]1[CH:10]=[CH:11][C:6]([C:4](=[O:5])[CH3:15])=[N:7][CH:8]=1. The yield is 0.460.